From a dataset of Reaction yield outcomes from USPTO patents with 853,638 reactions. Predict the reaction yield, written as a fraction of the theoretical maximum amount of product (1.0 means a 100% yield; for example, 0.34 means a 34% yield). (1) The reactants are Br[C:2]1[C:3]([C:7]2[CH:8]=[N:9][CH:10]=[CH:11][CH:12]=2)=[N:4][NH:5][CH:6]=1.[Li]CCCC.[CH3:18][S:19]SC. The catalyst is C1COCC1. The product is [CH3:18][S:19][C:2]1[C:3]([C:7]2[CH:8]=[N:9][CH:10]=[CH:11][CH:12]=2)=[N:4][NH:5][CH:6]=1. The yield is 0.670. (2) The reactants are [CH2:1]([NH:3][CH:4]([CH3:6])[CH3:5])[CH3:2].N1C=CC=CC=1.[Cl:13][C:14](Cl)([O:16]C(=O)OC(Cl)(Cl)Cl)Cl. The catalyst is C1COCC1. The product is [CH2:1]([N:3]([CH:4]([CH3:6])[CH3:5])[C:14]([Cl:13])=[O:16])[CH3:2]. The yield is 0.870. (3) The catalyst is CN(C=O)C. The product is [CH3:22][N:16]1[CH2:17][CH2:18][N:13]2[N:12]=[C:11]([CH2:10][O:3][C:4]3[CH:5]=[CH:6][CH:7]=[CH:8][CH:9]=3)[CH:20]=[C:14]2[C:15]1=[O:19]. The yield is 0.970. The reactants are [H-].[Na+].[O:3]([CH2:10][C:11]1[CH:20]=[C:14]2[C:15](=[O:19])[NH:16][CH2:17][CH2:18][N:13]2[N:12]=1)[C:4]1[CH:9]=[CH:8][CH:7]=[CH:6][CH:5]=1.I[CH3:22].[NH4+].[Cl-]. (4) The reactants are C[O:2][C:3](=[O:30])[CH2:4][C:5]1[C:14]([CH3:15])=[C:13]([C:16]([N:18]2[CH2:23][CH2:22][N:21]([S:24]([CH2:27][CH3:28])(=[O:26])=[O:25])[CH2:20][CH2:19]2)=[O:17])[C:12]2[C:7](=[CH:8][CH:9]=[C:10]([F:29])[CH:11]=2)[CH:6]=1.[OH-].[Li+].Cl. The catalyst is O1CCCC1. The product is [CH2:27]([S:24]([N:21]1[CH2:22][CH2:23][N:18]([C:16]([C:13]2[C:12]3[C:7](=[CH:8][CH:9]=[C:10]([F:29])[CH:11]=3)[CH:6]=[C:5]([CH2:4][C:3]([OH:30])=[O:2])[C:14]=2[CH3:15])=[O:17])[CH2:19][CH2:20]1)(=[O:25])=[O:26])[CH3:28]. The yield is 0.460. (5) The reactants are [OH:1][CH2:2][CH2:3][CH2:4][NH:5][C:6]([C@H:8]1[C:13]([CH3:15])([CH3:14])[CH2:12][O:11][C:10]([CH3:17])([CH3:16])[O:9]1)=[O:7].CC(OI1(OC(C)=O)(OC(C)=O)OC(=O)C2C=CC=CC1=2)=O. The catalyst is C(Cl)Cl. The product is [O:1]=[CH:2][CH2:3][CH2:4][NH:5][C:6]([C@H:8]1[C:13]([CH3:15])([CH3:14])[CH2:12][O:11][C:10]([CH3:17])([CH3:16])[O:9]1)=[O:7]. The yield is 0.550. (6) The reactants are [NH2:1][C:2]1[C:7]([Br:8])=[CH:6][N:5]=[C:4]([CH3:9])[C:3]=1/[CH:10]=[CH:11]/[C:12]([O:14]CC)=O.C[S-].[Na+]. The catalyst is C(O)C. The product is [Br:8][C:7]1[CH:6]=[N:5][C:4]([CH3:9])=[C:3]2[C:2]=1[NH:1][C:12](=[O:14])[CH:11]=[CH:10]2. The yield is 0.820.